This data is from Forward reaction prediction with 1.9M reactions from USPTO patents (1976-2016). The task is: Predict the product of the given reaction. (1) The product is: [ClH:15].[N:1]1[C:2]([C:10]([O:12][CH2:13][CH3:14])=[O:11])=[CH:3][N:4]2[CH2:9][CH2:8][NH:7][CH2:6][C:5]=12. Given the reactants [N:1]1[C:2]([C:10]([O:12][CH2:13][CH3:14])=[O:11])=[CH:3][N:4]2[CH:9]=[CH:8][N:7]=[CH:6][C:5]=12.[ClH:15], predict the reaction product. (2) Given the reactants CC(C)(O)[C:3]#[C:4][C:5]1[CH:10]=[CH:9][C:8]([C:11]2[N:16]=[CH:15][C:14]3[CH:17]=[C:18]([N:20]4[CH2:25][CH2:24][N:23]([CH2:26][CH3:27])[CH2:22][CH2:21]4)[S:19][C:13]=3[CH:12]=2)=[CH:7][CH:6]=1.[OH-].[K+], predict the reaction product. The product is: [C:4]([C:5]1[CH:10]=[CH:9][C:8]([C:11]2[N:16]=[CH:15][C:14]3[CH:17]=[C:18]([N:20]4[CH2:25][CH2:24][N:23]([CH2:26][CH3:27])[CH2:22][CH2:21]4)[S:19][C:13]=3[CH:12]=2)=[CH:7][CH:6]=1)#[CH:3]. (3) Given the reactants [NH2:1][C:2]1[CH:10]=[C:9]([C:11]([F:14])([F:13])[F:12])[CH:8]=[CH:7][C:3]=1[C:4]([NH2:6])=[O:5].[Cl:15][CH2:16][C:17](OC)(OC)OC, predict the reaction product. The product is: [Cl:15][CH2:16][C:17]1[NH:6][C:4](=[O:5])[C:3]2[C:2](=[CH:10][C:9]([C:11]([F:12])([F:13])[F:14])=[CH:8][CH:7]=2)[N:1]=1. (4) Given the reactants [C:1]([NH:9][NH2:10])(=[O:8])[C:2]1[CH:7]=[CH:6][CH:5]=[CH:4][CH:3]=1.C([CH2:13][C:14](=O)[CH2:15][C:16](=[O:18])[CH3:17])C.[CH2:20](O)[CH3:21], predict the reaction product. The product is: [CH2:20]([CH:15]1[C:16]([OH:18])([CH3:17])[N:9]([C:1]([C:2]2[CH:7]=[CH:6][CH:5]=[CH:4][CH:3]=2)=[O:8])[N:10]=[C:14]1[CH3:13])[CH3:21]. (5) The product is: [Cl:32][C:17]1([C:11]2[CH:10]=[C:9]([C:3]3[CH:4]=[CH:5][C:6]([Cl:8])=[CH:7][C:2]=3[Cl:1])[CH:14]=[CH:13][C:12]=2[CH2:15][CH3:16])[C:22](=[O:23])[C:21]([CH3:25])([CH3:24])[O:20][C:19]([CH3:27])([CH3:26])[C:18]1=[O:28]. Given the reactants [Cl:1][C:2]1[CH:7]=[C:6]([Cl:8])[CH:5]=[CH:4][C:3]=1[C:9]1[CH:14]=[CH:13][C:12]([CH2:15][CH3:16])=[C:11]([CH:17]2[C:22](=[O:23])[C:21]([CH3:25])([CH3:24])[O:20][C:19]([CH3:27])([CH3:26])[C:18]2=[O:28])[CH:10]=1.S(Cl)([Cl:32])(=O)=O, predict the reaction product. (6) Given the reactants Br[C:2]1[CH:3]=[C:4]([N:8]2[CH2:16][CH:15]3[CH2:17][N:11]4[CH2:12][CH:13]([CH2:18][CH:9]2[CH2:10]4)[CH2:14]3)[CH:5]=[N:6][CH:7]=1.[C:19]([C:22]1[S:26][C:25](B(O)O)=[CH:24][CH:23]=1)(=[O:21])[CH3:20], predict the reaction product. The product is: [N:11]12[CH2:17][CH:15]3[CH2:14][CH:13]([CH2:18][CH:9]([N:8]([C:4]4[CH:3]=[C:2]([C:25]5[S:26][C:22]([C:19](=[O:21])[CH3:20])=[CH:23][CH:24]=5)[CH:7]=[N:6][CH:5]=4)[CH2:16]3)[CH2:10]1)[CH2:12]2. (7) Given the reactants Cl[C:2]1[N:7]=[C:6]([CH3:8])[C:5]([N+:9]([O-:11])=[O:10])=[CH:4][CH:3]=1.[NH:12]1[CH2:16][CH2:15][CH2:14][CH2:13]1.C([O-])([O-])=O.[K+].[K+], predict the reaction product. The product is: [CH3:8][C:6]1[C:5]([N+:9]([O-:11])=[O:10])=[CH:4][CH:3]=[C:2]([N:12]2[CH2:16][CH2:15][CH2:14][CH2:13]2)[N:7]=1.